Dataset: Forward reaction prediction with 1.9M reactions from USPTO patents (1976-2016). Task: Predict the product of the given reaction. (1) Given the reactants [CH2:1]([O:3][C:4]1[CH:9]=[CH:8][C:7]([S:10](Cl)(=[O:12])=[O:11])=[CH:6][C:5]=1[C:14]1[NH:19][C:18](=[O:20])[C:17]2=[C:21]([CH3:29])[N:22]=[C:23]([CH:24]([CH2:27][CH3:28])[CH2:25][CH3:26])[N:16]2[N:15]=1)[CH3:2].CN(C1C=CC=CN=1)C.[CH3:39][N:40]1[CH2:45][CH2:44][NH:43][CH2:42][CH2:41]1, predict the reaction product. The product is: [CH2:1]([O:3][C:4]1[CH:9]=[CH:8][C:7]([S:10]([N:43]2[CH2:44][CH2:45][N:40]([CH3:39])[CH2:41][CH2:42]2)(=[O:12])=[O:11])=[CH:6][C:5]=1[C:14]1[NH:19][C:18](=[O:20])[C:17]2=[C:21]([CH3:29])[N:22]=[C:23]([CH:24]([CH2:27][CH3:28])[CH2:25][CH3:26])[N:16]2[N:15]=1)[CH3:2]. (2) Given the reactants [Cl:1][C:2]1[CH:7]=[C:6]([OH:8])[CH:5]=[CH:4][C:3]=1[CH:9]([CH3:25])[C:10]([C:16]1[CH:17]=[C:18]([CH3:24])[C:19](=[O:23])[N:20]([CH3:22])[CH:21]=1)([OH:15])[C:11]([F:14])([F:13])[F:12].[F:26][C:27]1[CH:28]=[C:29]([CH:32]=[CH:33][C:34]=1F)[C:30]#[N:31].C(=O)([O-])[O-].[Cs+].[Cs+], predict the reaction product. The product is: [Cl:1][C:2]1[CH:7]=[C:6]([CH:5]=[CH:4][C:3]=1[CH:9]([CH3:25])[C:10]([C:16]1[CH:17]=[C:18]([CH3:24])[C:19](=[O:23])[N:20]([CH3:22])[CH:21]=1)([OH:15])[C:11]([F:13])([F:14])[F:12])[O:8][C:34]1[CH:33]=[CH:32][C:29]([C:30]#[N:31])=[CH:28][C:27]=1[F:26]. (3) Given the reactants [CH:1]1([C:7]([O:9][CH3:10])=[O:8])[CH2:6][CH2:5][CH2:4][CH2:3][CH2:2]1.[I:11][CH2:12]I, predict the reaction product. The product is: [I:11][CH2:12][C:1]1([C:7]([O:9][CH3:10])=[O:8])[CH2:6][CH2:5][CH2:4][CH2:3][CH2:2]1. (4) Given the reactants [CH:1]1[C:13]2[NH:12][C:11]3[C:6](=[CH:7][CH:8]=[CH:9][CH:10]=3)[C:5]=2[CH:4]=[C:3]([C:14]([O:16]CC)=O)[N:2]=1.[H-].[Na+].[F:21][C:22]1[CH:29]=[C:28]([F:30])[CH:27]=[CH:26][C:23]=1[CH2:24]Br.[NH2:31][OH:32], predict the reaction product. The product is: [F:21][C:22]1[CH:29]=[C:28]([F:30])[CH:27]=[CH:26][C:23]=1[CH2:24][N:12]1[C:13]2[CH:1]=[N:2][C:3]([C:14]([NH:31][OH:32])=[O:16])=[CH:4][C:5]=2[C:6]2[C:11]1=[CH:10][CH:9]=[CH:8][CH:7]=2. (5) Given the reactants [C:1]([O:5][C:6](=[O:28])[CH2:7][C:8]1[CH:13]=[CH:12][N:11]=[C:10]([N:14]=C(C2C=CC=CC=2)C2C=CC=CC=2)[CH:9]=1)([CH3:4])([CH3:3])[CH3:2].Cl, predict the reaction product. The product is: [NH2:14][C:10]1[CH:9]=[C:8]([CH2:7][C:6]([O:5][C:1]([CH3:4])([CH3:3])[CH3:2])=[O:28])[CH:13]=[CH:12][N:11]=1.